From a dataset of Forward reaction prediction with 1.9M reactions from USPTO patents (1976-2016). Predict the product of the given reaction. Given the reactants [C:1]([NH:24][C@@H:25]([CH3:30])[C:26]([O:28]C)=[O:27])(=[O:23])[CH2:2][CH2:3]/[CH:4]=[CH:5]\[CH2:6]/[CH:7]=[CH:8]\[CH2:9]/[CH:10]=[CH:11]\[CH2:12]/[CH:13]=[CH:14]\[CH2:15]/[CH:16]=[CH:17]\[CH2:18]/[CH:19]=[CH:20]\[CH2:21][CH3:22].[OH-].[Na+].Cl, predict the reaction product. The product is: [C:1]([NH:24][C@@H:25]([CH3:30])[C:26]([OH:28])=[O:27])(=[O:23])[CH2:2][CH2:3]/[CH:4]=[CH:5]\[CH2:6]/[CH:7]=[CH:8]\[CH2:9]/[CH:10]=[CH:11]\[CH2:12]/[CH:13]=[CH:14]\[CH2:15]/[CH:16]=[CH:17]\[CH2:18]/[CH:19]=[CH:20]\[CH2:21][CH3:22].